From a dataset of Forward reaction prediction with 1.9M reactions from USPTO patents (1976-2016). Predict the product of the given reaction. Given the reactants [F:1][C:2]1[S:6][C:5]([NH:7][CH2:8][C:9]2[CH:14]=[CH:13][C:12]([O:15][CH3:16])=[CH:11][CH:10]=2)=[N:4][CH:3]=1.C[Si]([N-][Si](C)(C)C)(C)C.[Li+].[Cl:27][C:28]1[C:37]2[C:32](=[CH:33][C:34]([S:38](OC3C(F)=C(F)C(F)=C(F)C=3F)(=[O:40])=[O:39])=[CH:35][CH:36]=2)[CH:31]=[N:30][N:29]=1, predict the reaction product. The product is: [Cl:27][C:28]1[C:37]2[C:32](=[CH:33][C:34]([S:38]([N:7]([C:5]3[S:6][C:2]([F:1])=[CH:3][N:4]=3)[CH2:8][C:9]3[CH:14]=[CH:13][C:12]([O:15][CH3:16])=[CH:11][CH:10]=3)(=[O:40])=[O:39])=[CH:35][CH:36]=2)[CH:31]=[N:30][N:29]=1.